This data is from Forward reaction prediction with 1.9M reactions from USPTO patents (1976-2016). The task is: Predict the product of the given reaction. Given the reactants C[O:2][C:3]1[CH:8]=[CH:7][C:6]([CH:9]2[C:14]([CH3:16])([CH3:15])[CH2:13][CH2:12][N:11]3[CH:17]=[N:18][CH:19]=[C:10]23)=[CH:5][CH:4]=1.B(Br)(Br)Br.C(=O)([O-])O.[Na+], predict the reaction product. The product is: [CH3:15][C:14]1([CH3:16])[CH2:13][CH2:12][N:11]2[CH:17]=[N:18][CH:19]=[C:10]2[CH:9]1[C:6]1[CH:7]=[CH:8][C:3]([OH:2])=[CH:4][CH:5]=1.